This data is from Serine/threonine kinase 33 screen with 319,792 compounds. The task is: Binary Classification. Given a drug SMILES string, predict its activity (active/inactive) in a high-throughput screening assay against a specified biological target. (1) The result is 0 (inactive). The compound is S(=O)(=O)(N)c1ccc(CCNC(=O)CCCn2ncn3c(c2=O)cc2occc32)cc1. (2) The result is 0 (inactive). The drug is O=C(Nc1cc(c2nc3n(c2)cccc3)ccc1)c1nccnc1. (3) The drug is N1(CCCC1)c1ncnc2nc[nH]c12. The result is 1 (active). (4) The result is 0 (inactive). The compound is Clc1cc(NC(=O)c2c(O)c3c(n(c2=O)Cc2occc2)CCCC3)ccc1. (5) The compound is S(=O)(=O)(N1CCOCC1)c1cc(ccc1)C(=O)N\N=C(\c1ccc(OCC(=O)N(C)C)cc1)C. The result is 0 (inactive).